This data is from Reaction yield outcomes from USPTO patents with 853,638 reactions. The task is: Predict the reaction yield, written as a fraction of the theoretical maximum amount of product (1.0 means a 100% yield; for example, 0.34 means a 34% yield). (1) The reactants are [Cl:1][C:2]1[CH:7]=[C:6]([C:8]2[N:9]=[N:10][C:11]([O:20][CH2:21][CH2:22][C:23]3[CH:28]=[CH:27][C:26]([Cl:29])=[CH:25][CH:24]=3)=[C:12]([N:14]3[CH2:19][CH2:18][NH:17][CH2:16][CH2:15]3)[CH:13]=2)[CH:5]=[C:4]([Cl:30])[C:3]=1[OH:31].[CH3:32][N:33]([CH3:46])[CH2:34][CH2:35][CH2:36][O:37][C:38]1[CH:45]=[CH:44][C:41]([CH:42]=O)=[CH:40][CH:39]=1. The catalyst is ClCCl.C(O)(=O)C. The product is [Cl:1][C:2]1[CH:7]=[C:6]([C:8]2[N:9]=[N:10][C:11]([O:20][CH2:21][CH2:22][C:23]3[CH:28]=[CH:27][C:26]([Cl:29])=[CH:25][CH:24]=3)=[C:12]([N:14]3[CH2:19][CH2:18][N:17]([CH2:42][C:41]4[CH:40]=[CH:39][C:38]([O:37][CH2:36][CH2:35][CH2:34][N:33]([CH3:46])[CH3:32])=[CH:45][CH:44]=4)[CH2:16][CH2:15]3)[CH:13]=2)[CH:5]=[C:4]([Cl:30])[C:3]=1[OH:31]. The yield is 0.180. (2) The reactants are Br[C:2]1[CH:7]=[CH:6][C:5]([S:8]([NH:11][CH:12]2[CH2:14][CH2:13]2)(=[O:10])=[O:9])=[C:4]([O:15][C:16]([F:19])([F:18])[F:17])[CH:3]=1.[C:20]([C:22]1[N:26]([CH3:27])[C:25](B(O)O)=[CH:24][CH:23]=1)#[N:21].[F-].[K+].C(P(C(C)(C)C)C(C)(C)C)(C)(C)C. The catalyst is C1C=CC(/C=C/C(/C=C/C2C=CC=CC=2)=O)=CC=1.C1C=CC(/C=C/C(/C=C/C2C=CC=CC=2)=O)=CC=1.C1C=CC(/C=C/C(/C=C/C2C=CC=CC=2)=O)=CC=1.[Pd].[Pd]. The product is [C:20]([C:22]1[N:26]([CH3:27])[C:25]([C:2]2[CH:7]=[CH:6][C:5]([S:8]([NH:11][CH:12]3[CH2:14][CH2:13]3)(=[O:10])=[O:9])=[C:4]([O:15][C:16]([F:19])([F:18])[F:17])[CH:3]=2)=[CH:24][CH:23]=1)#[N:21]. The yield is 0.290. (3) The reactants are [CH2:1]([O:3][C:4](=[O:9])/[CH:5]=[CH:6]/[CH:7]=[O:8])[CH3:2].[N+](C1C=CC=CC=1C(O)=O)([O-])=[O:11].N1[CH2:26][CH2:25][CH2:24][CH2:23]1.[Cl:27][C:28]1C(O)=C(C=[CH:34][CH:35]=1)C=O. The catalyst is CS(C)=O. The product is [CH2:1]([O:3][C:4]([CH:5]1[C:6]([CH:7]=[O:8])=[CH:34][C:35]2[C:23](=[CH:24][CH:25]=[CH:26][C:28]=2[Cl:27])[O:11]1)=[O:9])[CH3:2]. The yield is 0.501. (4) The reactants are [F:1][C:2]1[C:3](=[O:22])[NH:4][C:5](=[O:21])[N:6]([C@H:8]2[CH2:11][C@@H:10]([CH2:12][O:13]CC3C=CC=CC=3)[CH2:9]2)[CH:7]=1.C(O)=O.[H][H]. The catalyst is [Pd].C(O)C. The product is [F:1][C:2]1[C:3](=[O:22])[NH:4][C:5](=[O:21])[N:6]([C@H:8]2[CH2:9][C@@H:10]([CH2:12][OH:13])[CH2:11]2)[CH:7]=1. The yield is 0.940. (5) The reactants are O[CH:2](O)[C:3]([C:5]1[CH:10]=[CH:9][CH:8]=[C:7]([O:11][CH2:12][C:13]2[CH:18]=[CH:17][C:16]([C:19]([F:22])([F:21])[F:20])=[CH:15][CH:14]=2)[CH:6]=1)=[O:4].C1(S([CH2:33][C:34]#[N:35])(=O)=O)C=CC=CC=1.C([O-])(=O)C.[K+].[N-:41]=[N+:42]=[N-:43].[Na+]. The catalyst is C1(C)C=CC=CC=1.CN1C(=O)CCC1. The product is [F:22][C:19]([F:21])([F:20])[C:16]1[CH:15]=[CH:14][C:13]([CH2:12][O:11][C:7]2[CH:6]=[C:5]([CH:10]=[CH:9][CH:8]=2)[C:3]([C:2]2[N:43]=[N:42][NH:41][C:33]=2[C:34]#[N:35])=[O:4])=[CH:18][CH:17]=1. The yield is 0.220. (6) The reactants are [Li+].CC([N-]C(C)C)C.[CH2:9]([O:11][C:12](=[O:21])[CH:13]([C:15]1[CH:20]=[CH:19][CH:18]=[CH:17][CH:16]=1)[CH3:14])[CH3:10].Br[CH2:23][CH2:24][CH2:25][CH2:26][CH2:27][Br:28].[NH4+].[Cl-]. The catalyst is C1COCC1.CN1C(=O)N(C)CCC1. The product is [Br:28][CH2:27][CH2:26][CH2:25][CH2:24][CH2:23][C:13]([CH3:14])([C:15]1[CH:20]=[CH:19][CH:18]=[CH:17][CH:16]=1)[C:12]([O:11][CH2:9][CH3:10])=[O:21]. The yield is 0.580.